This data is from Acute oral toxicity (LD50) regression data from Zhu et al.. The task is: Regression/Classification. Given a drug SMILES string, predict its toxicity properties. Task type varies by dataset: regression for continuous values (e.g., LD50, hERG inhibition percentage) or binary classification for toxic/non-toxic outcomes (e.g., AMES mutagenicity, cardiotoxicity, hepatotoxicity). Dataset: ld50_zhu. (1) The rat oral LD50 is 1.82, given as -log10 of the dose in mol/kg body weight (higher means more acutely toxic). The drug is Cc1ccc(-c2ccccc2)cc1. (2) The molecule is CNc1cnn(-c2cccc(C(F)(F)F)c2)c(=O)c1Cl. The rat oral LD50 is 1.58, given as -log10 of the dose in mol/kg body weight (higher means more acutely toxic). (3) The drug is COc1cc(C2NC(=O)CCS2)cc(OC)c1OC. The rat oral LD50 is 1.72, given as -log10 of the dose in mol/kg body weight (higher means more acutely toxic). (4) The drug is Nc1ccc(Oc2ccc(C(c3ccc(Oc4ccc(N)cc4)cc3)(C(F)(F)F)C(F)(F)F)cc2)cc1. The rat oral LD50 is 2.59, given as -log10 of the dose in mol/kg body weight (higher means more acutely toxic).